Dataset: Full USPTO retrosynthesis dataset with 1.9M reactions from patents (1976-2016). Task: Predict the reactants needed to synthesize the given product. (1) Given the product [Si:17]([O:16][CH2:15][CH2:14][O:13][C:11]1[CH:10]=[CH:9][N:8]=[C:7]([Cl:6])[N:12]=1)([C:20]([CH3:23])([CH3:22])[CH3:21])([CH3:19])[CH3:18], predict the reactants needed to synthesize it. The reactants are: N1C=CN=C1.[Cl:6][C:7]1[N:12]=[C:11]([O:13][CH2:14][CH2:15][OH:16])[CH:10]=[CH:9][N:8]=1.[Si:17](Cl)([C:20]([CH3:23])([CH3:22])[CH3:21])([CH3:19])[CH3:18]. (2) Given the product [CH3:28][C:26]1[CH:25]=[CH:24][N:23]=[C:22]([NH:21][C:19]2[S:20][C:14]3[CH2:13][CH:12]([CH3:29])[CH2:11][C:10]4[C:16](=[CH:17][NH:8][N:9]=4)[C:15]=3[N:18]=2)[N:27]=1, predict the reactants needed to synthesize it. The reactants are: COC1C=CC(C[N:8]2[CH:17]=[C:16]3[C:10]([CH2:11][CH:12]([CH3:29])[CH2:13][C:14]4[S:20][C:19]([NH:21][C:22]5[N:27]=[C:26]([CH3:28])[CH:25]=[CH:24][N:23]=5)=[N:18][C:15]=43)=[N:9]2)=CC=1. (3) Given the product [C:4]([O:8][C:9]([N:11]([CH2:34][C:35]([O:37][C:38]([CH3:40])([CH3:39])[CH3:41])=[O:36])[C:12]1[CH:17]=[CH:16][CH:15]=[C:14]([CH:18]([S:48]([C:46]2[O:47][C:43]([CH3:42])=[CH:44][CH:45]=2)(=[O:50])=[O:49])[NH:19][CH2:20][C:21]2[CH:26]=[CH:25][C:24]([C:27]([CH3:33])([CH3:32])[CH2:28][CH2:29][CH2:30][CH3:31])=[CH:23][CH:22]=2)[N:13]=1)=[O:10])([CH3:7])([CH3:5])[CH3:6], predict the reactants needed to synthesize it. The reactants are: C(Cl)Cl.[C:4]([O:8][C:9]([N:11]([CH2:34][C:35]([O:37][C:38]([CH3:41])([CH3:40])[CH3:39])=[O:36])[C:12]1[CH:17]=[CH:16][CH:15]=[C:14]([CH2:18][NH:19][CH2:20][C:21]2[CH:26]=[CH:25][C:24]([C:27]([CH3:33])([CH3:32])[CH2:28][CH2:29][CH2:30][CH3:31])=[CH:23][CH:22]=2)[N:13]=1)=[O:10])([CH3:7])([CH3:6])[CH3:5].[CH3:42][C:43]1[O:47][C:46]([S:48](Cl)(=[O:50])=[O:49])=[CH:45][CH:44]=1.C(N(CC)CC)C. (4) Given the product [CH2:15]([NH:17][C:2]1[CH:7]=[C:6]([CH:8]([CH3:10])[CH3:9])[NH:5][C:4](=[O:11])[C:3]=1[N+:12]([O-:14])=[O:13])[CH3:16], predict the reactants needed to synthesize it. The reactants are: Cl[C:2]1[CH:7]=[C:6]([CH:8]([CH3:10])[CH3:9])[NH:5][C:4](=[O:11])[C:3]=1[N+:12]([O-:14])=[O:13].[CH2:15]([NH2:17])[CH3:16].Cl.CCN(CC)CC. (5) The reactants are: [CH3:1][C:2]1[CH:7]=[C:6]([C:8]#[C:9][Si](C)(C)C)[CH:5]=[CH:4][N:3]=1.I[C:15]1[NH:19][C:18]([CH:20]([CH3:22])[CH3:21])=[N:17][CH:16]=1. Given the product [CH:20]([C:18]1[NH:17][CH:16]=[C:15]([C:9]#[C:8][C:6]2[CH:5]=[CH:4][N:3]=[C:2]([CH3:1])[CH:7]=2)[N:19]=1)([CH3:22])[CH3:21], predict the reactants needed to synthesize it. (6) Given the product [CH3:21][C:16]1([CH3:22])[C:17]([CH3:20])([CH3:19])[O:18][B:14]([CH2:2][C:3]2[CH:8]=[CH:7][C:6]([N:9]3[CH:13]=[CH:12][CH:11]=[N:10]3)=[CH:5][CH:4]=2)[O:15]1, predict the reactants needed to synthesize it. The reactants are: Cl[CH2:2][C:3]1[CH:8]=[CH:7][C:6]([N:9]2[CH:13]=[CH:12][CH:11]=[N:10]2)=[CH:5][CH:4]=1.[B:14]1([B:14]2[O:18][C:17]([CH3:20])([CH3:19])[C:16]([CH3:22])([CH3:21])[O:15]2)[O:18][C:17]([CH3:20])([CH3:19])[C:16]([CH3:22])([CH3:21])[O:15]1.C([O-])(=O)C.[K+]. (7) Given the product [CH3:16][O:1][C:2]1[C:3]([C:12]([O:14][CH3:15])=[O:13])=[CH:4][C:5]2[C:10]([CH:11]=1)=[CH:9][CH:8]=[CH:7][CH:6]=2, predict the reactants needed to synthesize it. The reactants are: [OH:1][C:2]1[C:3]([C:12]([O:14][CH3:15])=[O:13])=[CH:4][C:5]2[C:10]([CH:11]=1)=[CH:9][CH:8]=[CH:7][CH:6]=2.[C:16]([O-])([O-])=O.[K+].[K+].IC.O. (8) The reactants are: [C:1]([N:20]1[CH:24]=[C:23]([CH2:25][O:26][CH3:27])[CH:22]=[N:21]1)([C:14]1[CH:19]=[CH:18][CH:17]=[CH:16][CH:15]=1)([C:8]1[CH:13]=[CH:12][CH:11]=[CH:10][CH:9]=1)[C:2]1[CH:7]=[CH:6][CH:5]=[CH:4][CH:3]=1.[C:28](N1C=C(CO)C=N1)(C1C=CC=CC=1)(C1C=CC=CC=1)C1C=CC=CC=1.[H-].[Na+].ICC.CC1C(CCOC)=C(C)N(C(C2C=CC=CC=2)(C2C=CC=CC=2)C2C=CC=CC=2)N=1. Given the product [C:1]([N:20]1[CH:24]=[C:23]([CH2:25][O:26][CH2:27][CH3:28])[CH:22]=[N:21]1)([C:8]1[CH:9]=[CH:10][CH:11]=[CH:12][CH:13]=1)([C:2]1[CH:7]=[CH:6][CH:5]=[CH:4][CH:3]=1)[C:14]1[CH:15]=[CH:16][CH:17]=[CH:18][CH:19]=1, predict the reactants needed to synthesize it. (9) Given the product [NH2:1][C:2]1[C:3](=[O:30])[NH:4][C:5]2[C:10]([N:11]=1)=[C:9]([O:12][C:13]1[CH:18]=[C:17]([C:19]3[CH:24]=[CH:23][C:22]([C:25]([F:28])([F:27])[F:26])=[CH:21][CH:20]=3)[N:16]=[C:15]([NH:31][CH2:32][CH:33]3[CH2:38][CH2:37][CH2:36][CH2:35][N:34]3[C:39]([O:41][C:42]([CH3:45])([CH3:44])[CH3:43])=[O:40])[N:14]=1)[CH:8]=[CH:7][CH:6]=2, predict the reactants needed to synthesize it. The reactants are: [NH2:1][C:2]1[C:3](=[O:30])[NH:4][C:5]2[C:10]([N:11]=1)=[C:9]([O:12][C:13]1[CH:18]=[C:17]([C:19]3[CH:24]=[CH:23][C:22]([C:25]([F:28])([F:27])[F:26])=[CH:21][CH:20]=3)[N:16]=[C:15](Cl)[N:14]=1)[CH:8]=[CH:7][CH:6]=2.[NH2:31][CH2:32][CH:33]1[CH2:38][CH2:37][CH2:36][CH2:35][N:34]1[C:39]([O:41][C:42]([CH3:45])([CH3:44])[CH3:43])=[O:40].